From a dataset of Forward reaction prediction with 1.9M reactions from USPTO patents (1976-2016). Predict the product of the given reaction. Given the reactants [C:1]([C:5]1[CH:6]=[C:7]([C:15]2[CH:16]=[C:17]([C:29]([O:31]C)=[O:30])[N:18]([CH3:28])[C:19]=2[C:20]([CH:22]2[CH2:27][CH2:26][CH2:25][CH2:24][CH2:23]2)=[O:21])[CH:8]=[C:9]([C:11]2([CH3:14])[CH2:13][CH2:12]2)[CH:10]=1)([CH3:4])([CH3:3])[CH3:2].[OH-].[K+].C1COCC1.O, predict the reaction product. The product is: [C:1]([C:5]1[CH:6]=[C:7]([C:15]2[CH:16]=[C:17]([C:29]([OH:31])=[O:30])[N:18]([CH3:28])[C:19]=2[C:20]([CH:22]2[CH2:23][CH2:24][CH2:25][CH2:26][CH2:27]2)=[O:21])[CH:8]=[C:9]([C:11]2([CH3:14])[CH2:13][CH2:12]2)[CH:10]=1)([CH3:2])([CH3:3])[CH3:4].